Dataset: Forward reaction prediction with 1.9M reactions from USPTO patents (1976-2016). Task: Predict the product of the given reaction. Given the reactants [O:1]=[C:2]1[CH2:7][CH2:6][CH:5]([N:8]2[C:13](=[O:14])[C:12]([CH2:15][C:16]3[CH:21]=[CH:20][C:19]([C:22]4[CH:27]=[CH:26][CH:25]=[CH:24][C:23]=4[C:28]4[NH:32][C:31](=[O:33])[O:30][N:29]=4)=[CH:18][CH:17]=3)=[C:11]([CH2:34][CH2:35][CH3:36])[N:10]3[N:37]=[CH:38][N:39]=[C:9]23)[CH2:4][CH2:3]1.ClC1C=CC=C(C(OO)=[O:48])C=1, predict the reaction product. The product is: [O:33]=[C:31]1[O:30][N:29]=[C:28]([C:23]2[CH:24]=[CH:25][CH:26]=[CH:27][C:22]=2[C:19]2[CH:18]=[CH:17][C:16]([CH2:15][C:12]3[C:13](=[O:14])[N:8]([CH:5]4[CH2:6][CH2:7][C:2](=[O:48])[O:1][CH2:3][CH2:4]4)[C:9]4[N:10]([N:37]=[CH:38][N:39]=4)[C:11]=3[CH2:34][CH2:35][CH3:36])=[CH:21][CH:20]=2)[NH:32]1.